From a dataset of Full USPTO retrosynthesis dataset with 1.9M reactions from patents (1976-2016). Predict the reactants needed to synthesize the given product. Given the product [CH3:34][O:33][C:30]1[CH:31]=[C:32]2[C:27](=[CH:28][C:29]=1[O:35][CH3:36])[N:26]=[CH:25][CH:24]=[C:23]2[O:12][C:11]1[C:2]([F:1])=[C:3]2[C:8](=[CH:9][CH:10]=1)[C:7]([C:13]([OH:15])=[O:14])=[CH:6][CH:5]=[CH:4]2, predict the reactants needed to synthesize it. The reactants are: [F:1][C:2]1[C:11]([OH:12])=[CH:10][CH:9]=[C:8]2[C:3]=1[CH:4]=[CH:5][CH:6]=[C:7]2[C:13]([OH:15])=[O:14].C([O-])([O-])=O.[Cs+].[Cs+].Cl[C:23]1[C:32]2[C:27](=[CH:28][C:29]([O:35][CH3:36])=[C:30]([O:33][CH3:34])[CH:31]=2)[N:26]=[CH:25][CH:24]=1.